From a dataset of Catalyst prediction with 721,799 reactions and 888 catalyst types from USPTO. Predict which catalyst facilitates the given reaction. (1) Reactant: [Cl:1][C:2]1[C:7]([C:8]([F:11])([F:10])[F:9])=[CH:6][CH:5]=[C:4]([O:12][C:13]2[CH:18]=[CH:17][CH:16]=[C:15]([CH2:19]Cl)[CH:14]=2)[N:3]=1.[P:21]([O:28]CC)([O:25][CH2:26][CH3:27])[O:22][CH2:23][CH3:24]. Product: [Cl:1][C:2]1[C:7]([C:8]([F:11])([F:10])[F:9])=[CH:6][CH:5]=[C:4]([O:12][C:13]2[CH:18]=[CH:17][CH:16]=[C:15]([CH2:19][P:21]([O:25][CH2:26][CH3:27])([O:22][CH2:23][CH3:24])=[O:28])[CH:14]=2)[N:3]=1. The catalyst class is: 13. (2) The catalyst class is: 5. Product: [NH2:18][CH2:17][CH2:16][N:3]1[C:4]2[C:13]3[CH:12]=[CH:11][CH:10]=[CH:9][C:8]=3[N:7]=[C:6]([NH2:26])[C:5]=2[N:15]=[C:2]1[NH2:1]. Reactant: [NH2:1][C:2]1[N:3]([CH2:16][CH2:17][NH:18]C(=O)OC(C)(C)C)[C:4]2[C:13]3[CH:12]=[CH:11][CH:10]=[CH:9][C:8]=3[N:7]=[C:6](Cl)[C:5]=2[N:15]=1.[NH3:26]. (3) Reactant: [N+:1]([C:4]1[CH:5]=[N:6][NH:7][CH:8]=1)([O-:3])=[O:2].C(=O)([O-])[O-].[K+].[K+].Cl[CH2:16][C:17]1[CH:22]=[CH:21][C:20]([O:23][CH3:24])=[CH:19][CH:18]=1. Product: [CH3:24][O:23][C:20]1[CH:21]=[CH:22][C:17]([CH2:16][N:6]2[CH:5]=[C:4]([N+:1]([O-:3])=[O:2])[CH:8]=[N:7]2)=[CH:18][CH:19]=1. The catalyst class is: 9. (4) Reactant: Cl[CH2:2][CH2:3][CH2:4][CH2:5][O:6][C:7]1[CH:16]=[C:15]2[C:10]([CH:11]=[CH:12][C:13](=[O:17])[NH:14]2)=[CH:9][CH:8]=1.Cl.[S:19]1[CH:23]=[CH:22][C:21]2[C:24]([N:28]3[CH2:33][CH2:32][NH:31][CH2:30][CH2:29]3)=[CH:25][CH:26]=[CH:27][C:20]1=2.C(=O)([O-])[O-].[K+].[K+].[I-].[Na+]. Product: [S:19]1[CH:23]=[CH:22][C:21]2[C:24]([N:28]3[CH2:33][CH2:32][N:31]([CH2:2][CH2:3][CH2:4][CH2:5][O:6][C:7]4[CH:16]=[C:15]5[C:10]([CH:11]=[CH:12][C:13](=[O:17])[NH:14]5)=[CH:9][CH:8]=4)[CH2:30][CH2:29]3)=[CH:25][CH:26]=[CH:27][C:20]1=2. The catalyst class is: 145.